This data is from Forward reaction prediction with 1.9M reactions from USPTO patents (1976-2016). The task is: Predict the product of the given reaction. The product is: [CH:35]1([NH:31][C:4]2[N:3]=[C:2]([NH:31][CH:35]3[CH2:36][CH2:37]3)[C:7]([C:8]#[N:9])=[C:6]([N:26]3[CH2:27][CH2:28][N:23]([C:17]4[CH:22]=[CH:21][CH:20]=[CH:19][CH:18]=4)[CH2:24][CH2:25]3)[N:5]=2)[CH2:37][CH2:36]1. Given the reactants Cl[C:2]1[C:7]([C:8]#[N:9])=[C:6](C2CC2)[N:5](N)[CH:4](C2CC2)[N:3]=1.[C:17]1([N:23]2[CH2:28][CH2:27][NH:26][CH2:25][CH2:24]2)[CH:22]=[CH:21][CH:20]=[CH:19][CH:18]=1.C([N:31]([CH:35]([CH3:37])[CH3:36])C(C)C)C, predict the reaction product.